From a dataset of Forward reaction prediction with 1.9M reactions from USPTO patents (1976-2016). Predict the product of the given reaction. (1) Given the reactants C[N:2](C)[CH:3]=[CH:4][C:5]([C:7]1[C:12](=[O:13])[CH:11]=[CH:10][N:9]([C:14]2[CH:19]=[CH:18][C:17]([N:20]3[CH2:25][CH2:24][CH2:23][CH2:22][CH2:21]3)=[CH:16][CH:15]=2)[N:8]=1)=O.[C:27]1([NH:33]N)[CH:32]=[CH:31][CH:30]=[CH:29][CH:28]=1, predict the reaction product. The product is: [C:27]1([N:33]2[C:5]([C:7]3[C:12](=[O:13])[CH:11]=[CH:10][N:9]([C:14]4[CH:15]=[CH:16][C:17]([N:20]5[CH2:21][CH2:22][CH2:23][CH2:24][CH2:25]5)=[CH:18][CH:19]=4)[N:8]=3)=[CH:4][CH:3]=[N:2]2)[CH:32]=[CH:31][CH:30]=[CH:29][CH:28]=1. (2) Given the reactants [CH3:1][O:2][C:3]1[CH:8]=[CH:7][C:6]([C:9]([C:33]2[CH:38]=[CH:37][C:36]([O:39][CH3:40])=[CH:35][CH:34]=2)([C:27]2[CH:32]=[CH:31][CH:30]=[CH:29][CH:28]=2)[NH:10][S:11]([C:14]2[S:15][C:16]3[CH:22]=[C:21]([O:23][CH2:24][C:25]#[CH:26])[CH:20]=[CH:19][C:17]=3[N:18]=2)(=[O:13])=[O:12])=[CH:5][CH:4]=1.[N:41]([C@@H:44]([CH2:71][C:72]1[CH:77]=[CH:76][C:75]([O:78][CH2:79][CH2:80][O:81][S:82]([C:85]2[CH:91]=[CH:90][C:88]([CH3:89])=[CH:87][CH:86]=2)(=[O:84])=[O:83])=[CH:74][CH:73]=1)[C:45]([N:47]([C@@H:55]([CH2:60][C:61]1[CH:66]=[CH:65][C:64]([C:67]([F:70])([F:69])[F:68])=[CH:63][CH:62]=1)[C:56]([O:58][CH3:59])=[O:57])[C:48]([O:50][C:51]([CH3:54])([CH3:53])[CH3:52])=[O:49])=[O:46])=[N+:42]=[N-:43].C(N(C(C)C)CC)(C)C, predict the reaction product. The product is: [CH3:40][O:39][C:36]1[CH:35]=[CH:34][C:33]([C:9]([C:6]2[CH:7]=[CH:8][C:3]([O:2][CH3:1])=[CH:4][CH:5]=2)([C:27]2[CH:32]=[CH:31][CH:30]=[CH:29][CH:28]=2)[NH:10][S:11]([C:14]2[S:15][C:16]3[CH:22]=[C:21]([O:23][CH2:24][C:25]4[N:43]=[N:42][N:41]([C@@H:44]([CH2:71][C:72]5[CH:73]=[CH:74][C:75]([O:78][CH2:79][CH2:80][O:81][S:82]([C:85]6[CH:91]=[CH:90][C:88]([CH3:89])=[CH:87][CH:86]=6)(=[O:84])=[O:83])=[CH:76][CH:77]=5)[C:45]([N:47]([C@@H:55]([CH2:60][C:61]5[CH:62]=[CH:63][C:64]([C:67]([F:70])([F:69])[F:68])=[CH:65][CH:66]=5)[C:56]([O:58][CH3:59])=[O:57])[C:48]([O:50][C:51]([CH3:54])([CH3:53])[CH3:52])=[O:49])=[O:46])[CH:26]=4)[CH:20]=[CH:19][C:17]=3[N:18]=2)(=[O:13])=[O:12])=[CH:38][CH:37]=1. (3) Given the reactants C1CCN2C(=NCCC2)CC1.[Br:12][C:13]1[N:18]=[CH:17][C:16]2[CH:19]=[C:20]([C:26]3[CH:27]=[N:28][N:29]([C:31]([O:33][C:34]([CH3:37])([CH3:36])[CH3:35])=[O:32])[CH:30]=3)[N:21](S(C)(=O)=O)[C:15]=2[CH:14]=1.C(O)(C)(C)C, predict the reaction product. The product is: [Br:12][C:13]1[N:18]=[CH:17][C:16]2[CH:19]=[C:20]([C:26]3[CH:27]=[N:28][N:29]([C:31]([O:33][C:34]([CH3:37])([CH3:36])[CH3:35])=[O:32])[CH:30]=3)[NH:21][C:15]=2[CH:14]=1. (4) Given the reactants C[Si]([N-][Si](C)(C)C)(C)C.[Li+].[CH3:11][O:12][C:13]1[C:18]([C:19]2[CH:20]=[C:21]([CH:25]=[CH:26][C:27]=2[O:28][C:29]2[CH:34]=[CH:33][CH:32]=[CH:31][CH:30]=2)[C:22]([NH2:24])=[O:23])=[CH:17][CH:16]=[CH:15][N:14]=1.[CH3:35][S:36](Cl)(=[O:38])=[O:37], predict the reaction product. The product is: [CH3:11][O:12][C:13]1[C:18]([C:19]2[CH:20]=[C:21]([CH:25]=[CH:26][C:27]=2[O:28][C:29]2[CH:34]=[CH:33][CH:32]=[CH:31][CH:30]=2)[C:22]([NH:24][S:36]([CH3:35])(=[O:38])=[O:37])=[O:23])=[CH:17][CH:16]=[CH:15][N:14]=1. (5) Given the reactants [Cl-].O[NH3+:3].[C:4](=[O:7])([O-])[OH:5].[Na+].CS(C)=O.[OH:13][C:14]([CH3:56])([CH3:55])[CH2:15][O:16][C@H:17]1[CH2:22][CH2:21][C@H:20]([N:23]2[C:28](=[O:29])[C:27]([CH2:30][C:31]3[CH:36]=[CH:35][C:34]([C:37]4[C:38]([C:43]#[N:44])=[CH:39][CH:40]=[CH:41][CH:42]=4)=[CH:33][CH:32]=3)=[C:26]([CH2:45][CH2:46][CH3:47])[N:25]3[N:48]=[C:49]([C:51]([F:54])([F:53])[F:52])[N:50]=[C:24]23)[CH2:19][CH2:18]1, predict the reaction product. The product is: [OH:13][C:14]([CH3:55])([CH3:56])[CH2:15][O:16][C@H:17]1[CH2:22][CH2:21][C@H:20]([N:23]2[C:28](=[O:29])[C:27]([CH2:30][C:31]3[CH:32]=[CH:33][C:34]([C:37]4[CH:42]=[CH:41][CH:40]=[CH:39][C:38]=4[C:43]4[NH:3][C:4](=[O:7])[O:5][N:44]=4)=[CH:35][CH:36]=3)=[C:26]([CH2:45][CH2:46][CH3:47])[N:25]3[N:48]=[C:49]([C:51]([F:53])([F:52])[F:54])[N:50]=[C:24]23)[CH2:19][CH2:18]1.